Dataset: Forward reaction prediction with 1.9M reactions from USPTO patents (1976-2016). Task: Predict the product of the given reaction. (1) Given the reactants Br[CH2:2][C:3]1[CH:12]=[C:11]2[C:6]([CH:7]=[C:8]([C:17]([O:19][CH2:20][CH3:21])=[O:18])[CH:9]([C:13]([F:16])([F:15])[F:14])[O:10]2)=[CH:5][C:4]=1[Cl:22].[CH:23]([C:25]1[CH:30]=[CH:29][C:28](B(O)O)=[CH:27][CH:26]=1)=[O:24].C([O-])([O-])=O.[Na+].[Na+], predict the reaction product. The product is: [Cl:22][C:4]1[CH:5]=[C:6]2[C:11](=[CH:12][C:3]=1[CH2:2][C:28]1[CH:29]=[CH:30][C:25]([CH:23]=[O:24])=[CH:26][CH:27]=1)[O:10][CH:9]([C:13]([F:16])([F:15])[F:14])[C:8]([C:17]([O:19][CH2:20][CH3:21])=[O:18])=[CH:7]2. (2) The product is: [CH:1]([N:14]1[CH2:19][C@@H:18]2[CH2:20][C@H:15]1[CH2:16][N:17]2[C:21]1[N:26]=[CH:25][C:24]([C:27]([NH:34][OH:32])=[O:28])=[CH:23][N:22]=1)([C:2]1[CH:7]=[CH:6][CH:5]=[CH:4][CH:3]=1)[C:8]1[CH:9]=[CH:10][CH:11]=[CH:12][CH:13]=1. Given the reactants [CH:1]([N:14]1[CH2:19][C@@H:18]2[CH2:20][C@H:15]1[CH2:16][N:17]2[C:21]1[N:26]=[CH:25][C:24]([C:27](OCC)=[O:28])=[CH:23][N:22]=1)([C:8]1[CH:13]=[CH:12][CH:11]=[CH:10][CH:9]=1)[C:2]1[CH:7]=[CH:6][CH:5]=[CH:4][CH:3]=1.[OH-:32].[K+].[NH2:34]O.CO, predict the reaction product. (3) Given the reactants [CH3:1][C:2]([CH3:14])([CH3:13])[C:3]#[C:4][C:5]1[S:9][C:8]([C:10]([OH:12])=[O:11])=[CH:7][CH:6]=1.[Li]CCCC.[I:20]I, predict the reaction product. The product is: [CH3:1][C:2]([CH3:14])([CH3:13])[C:3]#[C:4][C:5]1[S:9][C:8]([C:10]([OH:12])=[O:11])=[C:7]([I:20])[CH:6]=1.